This data is from Forward reaction prediction with 1.9M reactions from USPTO patents (1976-2016). The task is: Predict the product of the given reaction. (1) Given the reactants Br[CH2:2][C:3]([C:5]1[CH:10]=[CH:9][C:8]([C:11]2[CH:16]=[CH:15][CH:14]=[CH:13][N:12]=2)=[C:7]([O:17][CH3:18])[CH:6]=1)=O.[NH2:19][C:20]1[S:21][CH:22]=[C:23]([CH3:25])[N:24]=1, predict the reaction product. The product is: [CH3:18][O:17][C:7]1[CH:6]=[C:5]([C:3]2[N:19]=[C:20]3[N:24]([CH:2]=2)[C:23]([CH3:25])=[CH:22][S:21]3)[CH:10]=[CH:9][C:8]=1[C:11]1[CH:16]=[CH:15][CH:14]=[CH:13][N:12]=1. (2) Given the reactants C1OCCOCCOCCOCCOCCOC1.[C:19]([CH:23]([C:25](Br)([F:27])[F:26])[Br:24])([F:22])([F:21])[F:20], predict the reaction product. The product is: [C:19]([C:23](=[C:25]([F:27])[F:26])[Br:24])([F:22])([F:21])[F:20]. (3) Given the reactants Cl[C:2]1[N:7]=[C:6]([NH:8][C:9]2[CH:14]=[CH:13][CH:12]=[C:11]([OH:15])[CH:10]=2)[C:5]([F:16])=[CH:4][N:3]=1.[C:17]([C:21]1[CH:22]=[C:23]([CH:25]=[CH:26][CH:27]=1)[NH2:24])([CH3:20])([CH3:19])[CH3:18], predict the reaction product. The product is: [C:17]([C:21]1[CH:22]=[C:23]([NH:24][C:2]2[N:7]=[C:6]([NH:8][C:9]3[CH:14]=[CH:13][CH:12]=[C:11]([OH:15])[CH:10]=3)[C:5]([F:16])=[CH:4][N:3]=2)[CH:25]=[CH:26][CH:27]=1)([CH3:20])([CH3:18])[CH3:19]. (4) Given the reactants [CH:1]1([CH2:7][C:8]2[C:16]3[C:11](=[CH:12][CH:13]=[C:14]([O:17][C:18]4[C:25]([C:26]([F:29])([F:28])[F:27])=[CH:24][C:21]([CH2:22]Br)=[CH:20][C:19]=4[C:30]([F:33])([F:32])[F:31])[CH:15]=3)[NH:10][CH:9]=2)[CH2:6][CH2:5][CH2:4][CH2:3][CH2:2]1.[C-:34]#[N:35].[Na+].C1(C)C=CC=CC=1, predict the reaction product. The product is: [CH:1]1([CH2:7][C:8]2[C:16]3[C:11](=[CH:12][CH:13]=[C:14]([O:17][C:18]4[C:25]([C:26]([F:29])([F:28])[F:27])=[CH:24][C:21]([CH2:22][C:34]#[N:35])=[CH:20][C:19]=4[C:30]([F:33])([F:32])[F:31])[CH:15]=3)[NH:10][CH:9]=2)[CH2:6][CH2:5][CH2:4][CH2:3][CH2:2]1. (5) Given the reactants [C:1](Cl)(=[O:8])[C:2]1[CH:7]=[CH:6][CH:5]=[CH:4][CH:3]=1.Cl.[CH2:11]([O:13][C:14](=[O:34])[CH:15]([NH:27][C:28]([O:30][CH2:31][CH:32]=[CH2:33])=[O:29])[CH2:16][C:17]1[O:21][N:20]=[C:19]([CH:22]2[CH2:26][CH2:25][CH2:24][NH:23]2)[CH:18]=1)[CH3:12].N1C=CC=CC=1, predict the reaction product. The product is: [CH2:11]([O:13][C:14](=[O:34])[CH:15]([NH:27][C:28]([O:30][CH2:31][CH:32]=[CH2:33])=[O:29])[CH2:16][C:17]1[O:21][N:20]=[C:19]([CH:22]2[CH2:26][CH2:25][CH2:24][N:23]2[C:1](=[O:8])[C:2]2[CH:7]=[CH:6][CH:5]=[CH:4][CH:3]=2)[CH:18]=1)[CH3:12]. (6) Given the reactants [C:1]([C:3]1[N:8]=[C:7]([NH:9][CH2:10][C:11]([O:13][C:14]([CH3:17])([CH3:16])[CH3:15])=[O:12])[N:6]=[CH:5][CH:4]=1)#[N:2].[C:18](OC)(=[O:26])[C:19]1[C:20](=[CH:22][CH:23]=[CH:24][CH:25]=1)[SH:21].C(N(CC)CC)C, predict the reaction product. The product is: [O:26]=[C:18]1[C:19]2[CH:25]=[CH:24][CH:23]=[CH:22][C:20]=2[S:21][C:1]([C:3]2[N:8]=[C:7]([NH:9][CH2:10][C:11]([O:13][C:14]([CH3:17])([CH3:16])[CH3:15])=[O:12])[N:6]=[CH:5][CH:4]=2)=[N:2]1. (7) Given the reactants [C:1]([O:5][CH2:6][CH3:7])(=[O:4])[CH:2]=[CH2:3].[CH2:8]([C:10]1[CH:16]=[CH:15][C:13]([NH2:14])=[CH:12][CH:11]=1)[CH3:9].[OH-].[Na+], predict the reaction product. The product is: [CH2:8]([C:10]1[CH:16]=[CH:15][C:13]([NH:14][CH2:3][CH2:2][C:1]([O:5][CH2:6][CH3:7])=[O:4])=[CH:12][CH:11]=1)[CH3:9]. (8) Given the reactants [C:1]([O:5][C:6]([N:8]([C:35]([O:37][C:38]([CH3:41])([CH3:40])[CH3:39])=[O:36])[C:9]1[CH:10]=[N:11][CH:12]=[CH:13][C:14]=1[N:15]1[CH2:20][C@@H:19]([CH3:21])[C@@H:18](CS([O-])(=O)=O)[C@@H:17]([NH:27][C:28]([O:30][C:31]([CH3:34])([CH3:33])[CH3:32])=[O:29])[CH2:16]1)=[O:7])([CH3:4])([CH3:3])[CH3:2].[N-:42]=[N+:43]=[N-:44].[Na+], predict the reaction product. The product is: [N:42]([C@H:18]1[C@@H:19]([CH3:21])[CH2:20][N:15]([C:14]2[CH:13]=[CH:12][N:11]=[CH:10][C:9]=2[N:8]([C:35]([O:37][C:38]([CH3:40])([CH3:39])[CH3:41])=[O:36])[C:6](=[O:7])[O:5][C:1]([CH3:3])([CH3:4])[CH3:2])[CH2:16][C@H:17]1[NH:27][C:28]([O:30][C:31]([CH3:32])([CH3:34])[CH3:33])=[O:29])=[N+:43]=[N-:44]. (9) Given the reactants Br[C:2]1[CH:3]=[CH:4][C:5]2[O:9][CH:8]=[N:7][C:6]=2[CH:10]=1.[CH:11]([C:13]1[CH:18]=[CH:17][C:16](B(O)O)=[CH:15][CH:14]=1)=[O:12].P([O-])([O-])([O-])=O.[K+].[K+].[K+], predict the reaction product. The product is: [O:9]1[C:5]2[CH:4]=[CH:3][C:2]([C:16]3[CH:17]=[CH:18][C:13]([CH:11]=[O:12])=[CH:14][CH:15]=3)=[CH:10][C:6]=2[N:7]=[CH:8]1.